This data is from NCI-60 drug combinations with 297,098 pairs across 59 cell lines. The task is: Regression. Given two drug SMILES strings and cell line genomic features, predict the synergy score measuring deviation from expected non-interaction effect. Drug 2: CCCS(=O)(=O)NC1=C(C(=C(C=C1)F)C(=O)C2=CNC3=C2C=C(C=N3)C4=CC=C(C=C4)Cl)F. Drug 1: CNC(=O)C1=CC=CC=C1SC2=CC3=C(C=C2)C(=NN3)C=CC4=CC=CC=N4. Synergy scores: CSS=15.1, Synergy_ZIP=-3.51, Synergy_Bliss=-1.77, Synergy_Loewe=-16.8, Synergy_HSA=-4.14. Cell line: KM12.